Dataset: Reaction yield outcomes from USPTO patents with 853,638 reactions. Task: Predict the reaction yield, written as a fraction of the theoretical maximum amount of product (1.0 means a 100% yield; for example, 0.34 means a 34% yield). (1) The reactants are Cl.CCOCC.[Cl:7][C:8]1[CH:13]=[CH:12][C:11]([C:14]2[CH:19]=[CH:18][N:17]([C:20]3[CH:28]=[C:27]4[C:23]([C:24]5[CH2:33][CH2:32][N:31]([CH3:34])[CH2:30][C:25]=5[N:26]4[CH3:29])=[CH:22][CH:21]=3)[C:16](=[O:35])[CH:15]=2)=[C:10]([O:36][CH3:37])[CH:9]=1. The catalyst is C(Cl)Cl. The product is [ClH:7].[Cl:7][C:8]1[CH:13]=[CH:12][C:11]([C:14]2[CH:19]=[CH:18][N:17]([C:20]3[CH:28]=[C:27]4[C:23]([C:24]5[CH2:33][CH2:32][N:31]([CH3:34])[CH2:30][C:25]=5[N:26]4[CH3:29])=[CH:22][CH:21]=3)[C:16](=[O:35])[CH:15]=2)=[C:10]([O:36][CH3:37])[CH:9]=1. The yield is 0.680. (2) The catalyst is C1(C)C=CC=CC=1.CS(C)=O. The product is [C:38](#[N:39])[C:32]1[C:33](=[CH:36][CH:37]=[CH:30][CH:31]=1)[C:34]#[N:35]. The yield is 0.900. The reactants are C1(C=CC=C(O)C=1)O.ClC1C=CC(C(C2C=CC(Cl)=CC=2)=O)=CC=1.[OH-].[Na+].[N+]([C:30]1[CH:31]=[C:32]([C:38]#[N:39])[C:33](=[CH:36][CH:37]=1)[C:34]#[N:35])([O-])=O.Cl. (3) The product is [C:1]([S:20][CH2:21][CH2:22][O:23][CH2:24][CH2:25][O:26][CH2:27][CH2:28][O:29][S:36]([C:33]1[CH:34]=[CH:35][C:30]([CH3:40])=[CH:31][CH:32]=1)(=[O:38])=[O:37])([C:8]1[CH:13]=[CH:12][CH:11]=[CH:10][CH:9]=1)([C:14]1[CH:15]=[CH:16][CH:17]=[CH:18][CH:19]=1)[C:2]1[CH:3]=[CH:4][CH:5]=[CH:6][CH:7]=1. The reactants are [C:1]([S:20][CH2:21][CH2:22][O:23][CH2:24][CH2:25][O:26][CH2:27][CH2:28][OH:29])([C:14]1[CH:19]=[CH:18][CH:17]=[CH:16][CH:15]=1)([C:8]1[CH:13]=[CH:12][CH:11]=[CH:10][CH:9]=1)[C:2]1[CH:7]=[CH:6][CH:5]=[CH:4][CH:3]=1.[C:30]1([CH3:40])[CH:35]=[CH:34][C:33]([S:36](Cl)(=[O:38])=[O:37])=[CH:32][CH:31]=1.N1C=CC=CC=1. The catalyst is C(Cl)Cl. The yield is 0.590. (4) The reactants are [CH:1]1([CH:7]([O:50][CH3:51])[C:8]2[CH:45]=[CH:44][C:43]([C:46]([F:49])([F:48])[F:47])=[CH:42][C:9]=2[CH2:10][N:11]([CH2:27][C:28]2[CH:33]=[C:32]([C:34]([F:37])([F:36])[F:35])[CH:31]=[C:30]([C:38]([F:41])([F:40])[F:39])[CH:29]=2)[C:12]2[N:13]=[N:14][N:15](CCO[Si](C(C)(C)C)(C)C)[N:16]=2)[CH2:6][CH2:5][CH2:4][CH2:3][CH2:2]1.CCCC[N+](CCCC)(CCCC)CCCC.[F-].C1C[O:73][CH2:72][CH2:71]1. No catalyst specified. The product is [F:37][C:34]([F:35])([F:36])[C:32]1[CH:33]=[C:28]([CH:29]=[C:30]([C:38]([F:39])([F:41])[F:40])[CH:31]=1)[CH2:27][N:11]([CH2:10][C:9]1[CH:42]=[C:43]([C:46]([F:47])([F:48])[F:49])[CH:44]=[CH:45][C:8]=1[CH:7]([CH:1]1[CH2:2][CH2:3][CH2:4][CH2:5][CH2:6]1)[O:50][CH3:51])[C:12]1[N:13]=[N:14][N:15]([CH:72]([OH:73])[CH3:71])[N:16]=1. The yield is 0.890. (5) The reactants are [C:1]([O:5][C:6]([N:8]1[CH:12]=[CH:11][CH:10]=[C:9]1B(O)O)=[O:7])([CH3:4])([CH3:3])[CH3:2].Cl[C:17]1[S:18][C:19]2[CH:25]=[CH:24][CH:23]=[CH:22][C:20]=2[N:21]=1.C1(P(C2C=CC=CC=2)C2C=CC=CC=2)C=CC=CC=1.C(=O)([O-])[O-].[K+].[K+]. The catalyst is COCCOC.C([O-])(=O)C.[Pd+2].C([O-])(=O)C.C(OCC)(=O)C.O. The product is [S:18]1[C:19]2[CH:25]=[CH:24][CH:23]=[CH:22][C:20]=2[N:21]=[C:17]1[C:9]1[N:8]([C:6]([O:5][C:1]([CH3:4])([CH3:3])[CH3:2])=[O:7])[CH:12]=[CH:11][CH:10]=1. The yield is 0.820. (6) The catalyst is O1CCOCC1. The yield is 0.450. The reactants are [CH3:1][O:2][C:3]1[CH:10]=[CH:9][C:8]([C:11]2[C:19]3[C:14](=[N:15][CH:16]=[CH:17][CH:18]=3)[N:13](S(C3C=CC(C)=CC=3)(=O)=O)[CH:12]=2)=[CH:7][C:4]=1[C:5]#[N:6].[OH-].[Na+].O. The product is [CH3:1][O:2][C:3]1[CH:10]=[CH:9][C:8]([C:11]2[C:19]3[C:14](=[N:15][CH:16]=[CH:17][CH:18]=3)[NH:13][CH:12]=2)=[CH:7][C:4]=1[C:5]#[N:6].